From a dataset of Peptide-MHC class I binding affinity with 185,985 pairs from IEDB/IMGT. Regression. Given a peptide amino acid sequence and an MHC pseudo amino acid sequence, predict their binding affinity value. This is MHC class I binding data. (1) The peptide sequence is CCFHCQVC. The MHC is HLA-A02:02 with pseudo-sequence HLA-A02:02. The binding affinity (normalized) is 0.00213. (2) The peptide sequence is SQHQHLAIM. The MHC is HLA-A02:01 with pseudo-sequence HLA-A02:01. The binding affinity (normalized) is 0.121.